From a dataset of Peptide-MHC class I binding affinity with 185,985 pairs from IEDB/IMGT. Regression. Given a peptide amino acid sequence and an MHC pseudo amino acid sequence, predict their binding affinity value. This is MHC class I binding data. (1) The peptide sequence is RTSKASLER. The MHC is HLA-A24:02 with pseudo-sequence HLA-A24:02. The binding affinity (normalized) is 0.0494. (2) The peptide sequence is RVIRTVREK. The MHC is HLA-A80:01 with pseudo-sequence HLA-A80:01. The binding affinity (normalized) is 0.0847. (3) The peptide sequence is QLLQANPIL. The MHC is HLA-A02:01 with pseudo-sequence HLA-A02:01. The binding affinity (normalized) is 0.860. (4) The peptide sequence is RPASAWTLYA. The MHC is HLA-B07:02 with pseudo-sequence HLA-B07:02. The binding affinity (normalized) is 0.890. (5) The peptide sequence is FVYFVETL. The MHC is H-2-Kb with pseudo-sequence H-2-Kb. The binding affinity (normalized) is 0.411. (6) The peptide sequence is GLLFMILTV. The MHC is HLA-A02:17 with pseudo-sequence HLA-A02:17. The binding affinity (normalized) is 0.115.